This data is from Full USPTO retrosynthesis dataset with 1.9M reactions from patents (1976-2016). The task is: Predict the reactants needed to synthesize the given product. (1) Given the product [C:17]([O:21][C:22](=[O:25])[CH2:23][NH:24][C:12]([C:9]1[CH:10]=[C:11]2[C:6]([C:5]([Cl:15])=[CH:4][N:3]=[C:2]2[Cl:1])=[CH:7][CH:8]=1)=[O:13])([CH3:20])([CH3:19])[CH3:18], predict the reactants needed to synthesize it. The reactants are: [Cl:1][C:2]1[C:11]2[C:6](=[CH:7][CH:8]=[C:9]([C:12](Cl)=[O:13])[CH:10]=2)[C:5]([Cl:15])=[CH:4][N:3]=1.Cl.[C:17]([O:21][C:22](=[O:25])[CH2:23][NH2:24])([CH3:20])([CH3:19])[CH3:18].CCN(CC)CC. (2) Given the product [CH:27]1([NH:26][C:24](=[O:25])[C:23]2[CH:22]=[C:21]([N:17]3[CH:18]=[CH:19][N:20]=[C:15]([NH:14][C:11]4([C:6]5[CH:7]=[CH:8][CH:9]=[CH:10][C:5]=5[O:4][CH2:3][CH2:2][NH:39][CH2:38][CH2:36][OH:37])[CH2:13][CH2:12]4)[C:16]3=[O:35])[C:32]([CH3:33])=[C:31]([F:34])[CH:30]=2)[CH2:29][CH2:28]1, predict the reactants needed to synthesize it. The reactants are: Cl[CH2:2][CH2:3][O:4][C:5]1[CH:10]=[CH:9][CH:8]=[CH:7][C:6]=1[C:11]1([NH:14][C:15]2[C:16](=[O:35])[N:17]([C:21]3[CH:22]=[C:23]([CH:30]=[C:31]([F:34])[C:32]=3[CH3:33])[C:24]([NH:26][CH:27]3[CH2:29][CH2:28]3)=[O:25])[CH:18]=[CH:19][N:20]=2)[CH2:13][CH2:12]1.[CH2:36]([CH2:38][NH2:39])[OH:37]. (3) Given the product [NH2:28][C@@H:16]1[CH2:17][CH2:18][C:19]2[C:14](=[C:24]([CH:10]3[CH2:11][CH2:12][N:7]([CH3:6])[CH2:8][CH2:9]3)[CH:1]=[CH:2][C:3]=2[O:27][CH3:25])[CH2:15]1, predict the reactants needed to synthesize it. The reactants are: [CH2:1]([Li])[CH2:2][CH2:3]C.[CH3:6][N:7]1[CH2:12][CH2:11][C:10](=O)[CH2:9][CH2:8]1.[C:14]1([CH3:24])[CH:19]=[CH:18][C:17](S(O)(=O)=O)=[CH:16][CH:15]=1.[CH:25]([O-:27])=O.[NH4+:28]. (4) Given the product [Cl-:4].[CH3:23][C:19]1[N:20]([C:13]([CH:9]2[C:10]([CH3:11])([CH3:12])[C:8]2([CH3:7])[CH3:16])=[O:15])[CH:21]=[CH:22][N+:18]=1[CH3:17], predict the reactants needed to synthesize it. The reactants are: C(Cl)(=O)C([Cl:4])=O.[CH3:7][C:8]1([CH3:16])[C:10]([CH3:12])([CH3:11])[CH:9]1[C:13]([OH:15])=O.[CH3:17][N:18]1[CH:22]=[CH:21][N:20]=[C:19]1[CH3:23].CC(C)=O. (5) Given the product [Br:1][C:2]1[S:6][C:5]2[C:7](=[O:8])[NH:9][C:21]([CH3:22])([CH3:20])[N:10]([CH2:11][C:12]([N:14]3[CH2:15][CH2:16][O:17][CH2:18][CH2:19]3)=[O:13])[C:4]=2[CH:3]=1, predict the reactants needed to synthesize it. The reactants are: [Br:1][C:2]1[S:6][C:5]([C:7]([NH2:9])=[O:8])=[C:4]([NH:10][CH2:11][C:12]([N:14]2[CH2:19][CH2:18][O:17][CH2:16][CH2:15]2)=[O:13])[CH:3]=1.[CH3:20][C:21]1(C)C2(CS(O)(=O)=O)C(C[CH:22]1CC2)=O.COC(OC)(C)C.C([O-])(O)=O.[Na+]. (6) The reactants are: [NH2:1][C:2]1[CH:6]=[CH:5][S:4][C:3]=1[C:7]([O:9][CH3:10])=[O:8].[Cl:11][C:12]1[S:16][C:15]([C:17](Cl)=[O:18])=[CH:14][CH:13]=1. Given the product [Cl:11][C:12]1[S:16][C:15]([C:17]([NH:1][C:2]2[CH:6]=[CH:5][S:4][C:3]=2[C:7]([O:9][CH3:10])=[O:8])=[O:18])=[CH:14][CH:13]=1, predict the reactants needed to synthesize it. (7) Given the product [NH2:7][C:8]1[N:9]([C:23]2[CH:24]=[C:25]([C:29]3[CH:34]=[CH:33][CH:32]=[CH:31][CH:30]=3)[CH:26]=[CH:27][CH:28]=2)[CH:10]=[C:11]([O:15][CH2:16][C:17]2[CH:18]=[CH:19][CH:20]=[CH:21][CH:22]=2)[C:12](=[O:14])[CH:13]=1, predict the reactants needed to synthesize it. The reactants are: C(OC(=O)[NH:7][C:8]1[N:9]([C:23]2[CH:24]=[C:25]([C:29]3[CH:34]=[CH:33][CH:32]=[CH:31][CH:30]=3)[CH:26]=[CH:27][CH:28]=2)[CH:10]=[C:11]([O:15][CH2:16][C:17]2[CH:22]=[CH:21][CH:20]=[CH:19][CH:18]=2)[C:12](=[O:14])[CH:13]=1)(C)(C)C.